Dataset: Peptide-MHC class I binding affinity with 185,985 pairs from IEDB/IMGT. Task: Regression. Given a peptide amino acid sequence and an MHC pseudo amino acid sequence, predict their binding affinity value. This is MHC class I binding data. The peptide sequence is GEGGGNSSW. The MHC is Mamu-B52 with pseudo-sequence Mamu-B52. The binding affinity (normalized) is 0.167.